From a dataset of Rat liver microsome stability data. Regression/Classification. Given a drug SMILES string, predict its absorption, distribution, metabolism, or excretion properties. Task type varies by dataset: regression for continuous measurements (e.g., permeability, clearance, half-life) or binary classification for categorical outcomes (e.g., BBB penetration, CYP inhibition). Dataset: rlm. (1) The compound is CCOP(=O)(O)C1=C[C@@H](OC(CC)CC)[C@H](NC(C)=O)[C@@H](N=C(N)N)C1. The result is 0 (unstable in rat liver microsomes). (2) The drug is COC(=O)Nc1ccc2c(c1)sc1ccc(S(=O)(=O)N[C@@H](C(=O)O)C(C)C)cc12. The result is 0 (unstable in rat liver microsomes). (3) The result is 1 (stable in rat liver microsomes). The molecule is O=C(Nc1nc(-c2ccccc2)cs1)c1ccncc1NS(=O)(=O)c1cccc2cccnc12. (4) The molecule is COc1ccc(Nc2ncnc3c2cnn3-c2ccc(C)cc2)cc1Cl. The result is 0 (unstable in rat liver microsomes). (5) The drug is Fc1ccc(Cl)cc1-c1nc(Nc2ccncc2)c2nccnc2n1. The result is 1 (stable in rat liver microsomes). (6) The drug is Cc1c(Nc2c(C#N)cncc2C=Cc2ccccc2OCCN2CCCC2)ccc2[nH]ccc12. The result is 1 (stable in rat liver microsomes). (7) The drug is Cc1cccc(C(=O)N2CCc3cc(-c4nc(NC(=O)Cc5ccc6c(c5)OCO6)sc4C)ccc32)c1. The result is 1 (stable in rat liver microsomes).